This data is from Reaction yield outcomes from USPTO patents with 853,638 reactions. The task is: Predict the reaction yield, written as a fraction of the theoretical maximum amount of product (1.0 means a 100% yield; for example, 0.34 means a 34% yield). (1) The reactants are [S:1]([CH2:5][CH2:6][CH2:7][C:8]([OH:10])=[O:9])(=[O:4])(=[O:3])[NH2:2].[CH3:11]OC(OC)OC. The catalyst is CO. The product is [CH3:11][O:9][C:8](=[O:10])[CH2:7][CH2:6][CH2:5][S:1](=[O:4])(=[O:3])[NH2:2]. The yield is 0.990. (2) The reactants are [C:1]([O:5][C:6]([N:8]1[CH2:11][CH:10]([C:12]2[C:21](Cl)=[N:20][C:19]3[C:14](=[CH:15][CH:16]=[CH:17][CH:18]=3)[N:13]=2)[CH2:9]1)=[O:7])([CH3:4])([CH3:3])[CH3:2].[NH:23]1[CH2:28][CH2:27][CH2:26][CH2:25][CH2:24]1.C(N(CC)CC)C.CS(C)=O. The catalyst is O. The product is [C:1]([O:5][C:6]([N:8]1[CH2:11][CH:10]([C:12]2[C:21]([N:23]3[CH2:28][CH2:27][CH2:26][CH2:25][CH2:24]3)=[N:20][C:19]3[C:14](=[CH:15][CH:16]=[CH:17][CH:18]=3)[N:13]=2)[CH2:9]1)=[O:7])([CH3:4])([CH3:3])[CH3:2]. The yield is 0.900.